This data is from Full USPTO retrosynthesis dataset with 1.9M reactions from patents (1976-2016). The task is: Predict the reactants needed to synthesize the given product. (1) Given the product [Cl:8][C:7]1[CH:6]=[CH:5][C:4]([C:19]2[CH:20]=[N:21][N:22]([CH3:24])[CH:23]=2)=[CH:3][C:2]=1[NH2:1], predict the reactants needed to synthesize it. The reactants are: [NH2:1][C:2]1[CH:3]=[C:4](B2OC(C)(C)C(C)(C)O2)[CH:5]=[CH:6][C:7]=1[Cl:8].Br[C:19]1[CH:20]=[N:21][N:22]([CH3:24])[CH:23]=1.C(=O)([O-])[O-].[Na+].[Na+]. (2) Given the product [CH2:18]([C:2]1[N:7]=[CH:6][C:5]([C:8]([C:10]2[CH:15]=[C:14]([Br:16])[CH:13]=[CH:12][C:11]=2[Cl:17])=[O:9])=[CH:4][CH:3]=1)[CH3:19], predict the reactants needed to synthesize it. The reactants are: Br[C:2]1[N:7]=[CH:6][C:5]([C:8]([C:10]2[CH:15]=[C:14]([Br:16])[CH:13]=[CH:12][C:11]=2[Cl:17])=[O:9])=[CH:4][CH:3]=1.[CH2:18]([Al](CC)CC)[CH3:19].[Cl-].[Ce+3].[Cl-].[Cl-].C(=O)([O-])O.[Na+].